From a dataset of Reaction yield outcomes from USPTO patents with 853,638 reactions. Predict the reaction yield, written as a fraction of the theoretical maximum amount of product (1.0 means a 100% yield; for example, 0.34 means a 34% yield). (1) The reactants are Cl[C:2]1[N:7]=[CH:6][C:5]([C:8]2[CH:13]=[CH:12][N:11]=[C:10]([NH:14][C:15]3[CH:20]=[CH:19][C:18]([N:21]4[CH2:26][CH2:25][N:24]([CH3:27])[CH2:23][CH2:22]4)=[CH:17][CH:16]=3)[N:9]=2)=[CH:4][CH:3]=1. The catalyst is C(N)CN. The product is [CH3:27][N:24]1[CH2:25][CH2:26][N:21]([C:18]2[CH:19]=[CH:20][C:15]([NH:14][C:10]3[N:9]=[C:8]([C:5]4[CH:4]=[CH:3][C:2]([NH:21][CH2:22][CH2:23][NH2:24])=[N:7][CH:6]=4)[CH:13]=[CH:12][N:11]=3)=[CH:16][CH:17]=2)[CH2:22][CH2:23]1. The yield is 0.360. (2) The reactants are [NH2:1][C:2]1[C:11]2[C:6](=[CH:7][CH:8]=[CH:9][CH:10]=2)[CH:5]=[CH:4][C:3]=1[C:12]([OH:21])([C:17]([F:20])([F:19])[F:18])[C:13]([F:16])([F:15])[F:14].[Cl:22][C:23]1[CH:24]=[C:25]([CH:29]=[C:30]([Cl:32])[CH:31]=1)[C:26](Cl)=[O:27]. No catalyst specified. The product is [Cl:22][C:23]1[CH:24]=[C:25]([CH:29]=[C:30]([Cl:32])[CH:31]=1)[C:26]([NH:1][C:2]1[C:11]2[C:6](=[CH:7][CH:8]=[CH:9][CH:10]=2)[CH:5]=[CH:4][C:3]=1[C:12]([OH:21])([C:13]([F:14])([F:15])[F:16])[C:17]([F:18])([F:19])[F:20])=[O:27]. The yield is 0.140. (3) The reactants are [N:1]([CH:4]1[CH:11]=[C:10]([C:12]2[CH:17]=[CH:16][N:15]=[CH:14][C:13]=2[N+:18]([O-])=O)[CH2:9][CH:8]([CH3:21])[C:5]21[O:7][CH2:6]2)=[N+]=[N-].N1C=CC=CC=1.[C:28](O[C:28]([O:30][C:31]([CH3:34])([CH3:33])[CH3:32])=[O:29])([O:30][C:31]([CH3:34])([CH3:33])[CH3:32])=[O:29]. The catalyst is C(O)C.[Pd]. The product is [NH2:18][C:13]1[CH:14]=[N:15][CH:16]=[CH:17][C:12]=1[CH:10]1[CH2:11][CH:4]([NH:1][C:28](=[O:29])[O:30][C:31]([CH3:34])([CH3:33])[CH3:32])[C:5]([OH:7])([CH3:6])[CH:8]([CH3:21])[CH2:9]1. The yield is 0.420. (4) The reactants are CS(C)=O.[N+:5](/[CH:8]=[CH:9]/[C:10]1[CH:15]=[CH:14][CH:13]=[C:12]([O:16][C:17]2[CH:22]=[CH:21][CH:20]=[CH:19][CH:18]=2)[CH:11]=1)([O-:7])=[O:6].C(O)(=O)C.[BH4-].[Na+]. The catalyst is O. The product is [N+:5]([CH2:8][CH2:9][C:10]1[CH:15]=[CH:14][CH:13]=[C:12]([O:16][C:17]2[CH:22]=[CH:21][CH:20]=[CH:19][CH:18]=2)[CH:11]=1)([O-:7])=[O:6]. The yield is 0.681. (5) The reactants are [NH2:1][C@@H:2]1[CH2:7][C:6]([CH2:8][O:9][C:10]2[CH:11]=[C:12]([CH:17]=[CH:18][CH:19]=2)[C:13]([O:15]C)=[O:14])=[C:5]([C:20]2[CH:21]=[N:22][CH:23]=[CH:24][CH:25]=2)[CH2:4][C@H:3]1[C:26]1[CH:31]=[CH:30][C:29]([Cl:32])=[CH:28][C:27]=1[Cl:33].O1CCCC1.O.[Li+].[OH-].Cl. The product is [NH2:1][C@@H:2]1[CH2:7][C:6]([CH2:8][O:9][C:10]2[CH:11]=[C:12]([CH:17]=[CH:18][CH:19]=2)[C:13]([OH:15])=[O:14])=[C:5]([C:20]2[CH:21]=[N:22][CH:23]=[CH:24][CH:25]=2)[CH2:4][C@H:3]1[C:26]1[CH:31]=[CH:30][C:29]([Cl:32])=[CH:28][C:27]=1[Cl:33]. The catalyst is CCOCC. The yield is 0.800. (6) The reactants are [CH:1]12[C:9](=[O:10])[CH:6]([CH:7]=[CH:8]1)[CH:5]=[CH:4][CH:3]=[CH:2]2.CN(C1C=CC(C(C2C=CC(N(C)C)=CC=2)=O)=CC=1)C. The catalyst is C1C=CC=CC=1. The product is [CH:1]12[C:9](=[O:10])[CH:6]3[CH:7]=[CH:8][CH:2]1[CH:3]2[CH:4]=[CH:5]3. The yield is 0.400. (7) The yield is 0.730. The reactants are [OH:1][C:2]1[CH:3]=[CH:4][C:5]([C:8]([O:10][CH3:11])=[O:9])=[N:6][CH:7]=1.C(=O)([O-])[O-].[K+].[K+].Br[CH:19]([CH3:21])[CH3:20]. The catalyst is CN(C=O)C. The product is [CH:19]([O:1][C:2]1[CH:3]=[CH:4][C:5]([C:8]([O:10][CH3:11])=[O:9])=[N:6][CH:7]=1)([CH3:21])[CH3:20].